This data is from NCI-60 drug combinations with 297,098 pairs across 59 cell lines. The task is: Regression. Given two drug SMILES strings and cell line genomic features, predict the synergy score measuring deviation from expected non-interaction effect. (1) Drug 1: CC1=C2C(C(=O)C3(C(CC4C(C3C(C(C2(C)C)(CC1OC(=O)C(C(C5=CC=CC=C5)NC(=O)OC(C)(C)C)O)O)OC(=O)C6=CC=CC=C6)(CO4)OC(=O)C)OC)C)OC. Drug 2: CC1=C(C(CCC1)(C)C)C=CC(=CC=CC(=CC(=O)O)C)C. Cell line: HCC-2998. Synergy scores: CSS=70.3, Synergy_ZIP=21.5, Synergy_Bliss=21.2, Synergy_Loewe=-14.5, Synergy_HSA=20.6. (2) Drug 1: C(CCl)NC(=O)N(CCCl)N=O. Drug 2: C(CN)CNCCSP(=O)(O)O. Cell line: SR. Synergy scores: CSS=68.3, Synergy_ZIP=-1.22, Synergy_Bliss=-2.74, Synergy_Loewe=-33.8, Synergy_HSA=-3.14. (3) Drug 1: CS(=O)(=O)OCCCCOS(=O)(=O)C. Drug 2: C1C(C(OC1N2C=NC(=NC2=O)N)CO)O. Cell line: DU-145. Synergy scores: CSS=8.12, Synergy_ZIP=0.750, Synergy_Bliss=8.16, Synergy_Loewe=-79.5, Synergy_HSA=2.97. (4) Drug 1: CCC(=C(C1=CC=CC=C1)C2=CC=C(C=C2)OCCN(C)C)C3=CC=CC=C3.C(C(=O)O)C(CC(=O)O)(C(=O)O)O. Drug 2: CCN(CC)CCCC(C)NC1=C2C=C(C=CC2=NC3=C1C=CC(=C3)Cl)OC. Cell line: MALME-3M. Synergy scores: CSS=5.44, Synergy_ZIP=-1.31, Synergy_Bliss=2.64, Synergy_Loewe=0.460, Synergy_HSA=1.01.